Dataset: Reaction yield outcomes from USPTO patents with 853,638 reactions. Task: Predict the reaction yield, written as a fraction of the theoretical maximum amount of product (1.0 means a 100% yield; for example, 0.34 means a 34% yield). (1) The reactants are [OH:1][C:2]1[CH:3]=[C:4]([CH:7]=[CH:8][CH:9]=1)[CH:5]=[O:6].CO[C:12]1[CH:19]=[CH:18][C:15]([CH2:16]Cl)=[CH:14][CH:13]=1.C(=O)([O-])[O-].[K+].[K+].CN(C)C=O. The catalyst is O. The product is [C:15]1([CH2:16][O:1][C:2]2[CH:3]=[C:4]([CH:7]=[CH:8][CH:9]=2)[CH:5]=[O:6])[CH:18]=[CH:19][CH:12]=[CH:13][CH:14]=1. The yield is 0.720. (2) The reactants are [Cl:1][C:2]1[CH:26]=[CH:25][C:5]([CH2:6][N:7]2[CH2:12][CH2:11][N:10]([C:13]([O:15][CH:16]([C:21]([F:24])([F:23])[F:22])[C:17]([F:20])([F:19])[F:18])=[O:14])[CH2:9][CH2:8]2)=[C:4]([N:27]2[CH2:31][CH2:30][C@H:29]([CH2:32]OS(C3C=CC(C)=CC=3)(=O)=O)[CH2:28]2)[CH:3]=1.CCCC[N+](CCCC)(CCCC)CCCC.[F-:61]. The catalyst is C1COCC1. The product is [F:18][C:17]([F:20])([F:19])[CH:16]([O:15][C:13]([N:10]1[CH2:11][CH2:12][N:7]([CH2:6][C:5]2[CH:25]=[CH:26][C:2]([Cl:1])=[CH:3][C:4]=2[N:27]2[CH2:31][CH2:30][C@H:29]([CH2:32][F:61])[CH2:28]2)[CH2:8][CH2:9]1)=[O:14])[C:21]([F:23])([F:24])[F:22]. The yield is 0.300.